From a dataset of Reaction yield outcomes from USPTO patents with 853,638 reactions. Predict the reaction yield, written as a fraction of the theoretical maximum amount of product (1.0 means a 100% yield; for example, 0.34 means a 34% yield). The reactants are [NH2:1][C:2]1[N:7]=[CH:6][C:5]([N:8]2[CH2:13][CH2:12][N:11]([C:14]([O:16][C:17]([CH3:20])([CH3:19])[CH3:18])=[O:15])[CH2:10][C@@H:9]2[CH3:21])=[CH:4][CH:3]=1.Br[C:23]1[C:24](=[O:38])[N:25]([CH2:30][O:31][CH2:32][CH2:33][Si:34]([CH3:37])([CH3:36])[CH3:35])[N:26]=[C:27]([Cl:29])[CH:28]=1.CC1(C)C2C(=C(P(C3C=CC=CC=3)C3C=CC=CC=3)C=CC=2)OC2C(P(C3C=CC=CC=3)C3C=CC=CC=3)=CC=CC1=2.C([O-])([O-])=O.[Cs+].[Cs+]. The catalyst is C1C=CC(/C=C/C(/C=C/C2C=CC=CC=2)=O)=CC=1.C1C=CC(/C=C/C(/C=C/C2C=CC=CC=2)=O)=CC=1.C1C=CC(/C=C/C(/C=C/C2C=CC=CC=2)=O)=CC=1.[Pd].[Pd].O1CCOCC1. The product is [Cl:29][C:27]1[CH:28]=[C:23]([NH:1][C:2]2[N:7]=[CH:6][C:5]([N:8]3[CH2:13][CH2:12][N:11]([C:14]([O:16][C:17]([CH3:20])([CH3:19])[CH3:18])=[O:15])[CH2:10][C@@H:9]3[CH3:21])=[CH:4][CH:3]=2)[C:24](=[O:38])[N:25]([CH2:30][O:31][CH2:32][CH2:33][Si:34]([CH3:36])([CH3:35])[CH3:37])[N:26]=1. The yield is 0.910.